From a dataset of Forward reaction prediction with 1.9M reactions from USPTO patents (1976-2016). Predict the product of the given reaction. (1) Given the reactants [CH3:1][C:2]1[CH:7]=[C:6]([CH3:8])[N:5]=[C:4]([CH:9]=[CH:10][C:11]2[C:19]3[C:14](=[CH:15][C:16]([NH:20][C:21]4[CH:29]=[CH:28][CH:27]=[CH:26][C:22]=4[C:23]([OH:25])=O)=[CH:17][CH:18]=3)[N:13]([CH:30]3[CH2:35][CH2:34][CH2:33][CH2:32][O:31]3)[N:12]=2)[CH:3]=1.[CH:36]1([C:39]#[C:40][CH2:41][NH2:42])[CH2:38][CH2:37]1, predict the reaction product. The product is: [CH:36]1([C:39]#[C:40][CH2:41][NH:42][C:23](=[O:25])[C:22]2[CH:26]=[CH:27][CH:28]=[CH:29][C:21]=2[NH:20][C:16]2[CH:15]=[C:14]3[C:19]([C:11]([CH:10]=[CH:9][C:4]4[CH:3]=[C:2]([CH3:1])[CH:7]=[C:6]([CH3:8])[N:5]=4)=[N:12][N:13]3[CH:30]3[CH2:35][CH2:34][CH2:33][CH2:32][O:31]3)=[CH:18][CH:17]=2)[CH2:38][CH2:37]1. (2) Given the reactants [CH2:1]([O:8][C@H:9]([CH3:25])[C@H:10]([NH:17][C:18]([O:20][C:21]([CH3:24])([CH3:23])[CH3:22])=[O:19])[CH2:11][O:12][CH2:13][C:14]([OH:16])=O)[C:2]1[CH:7]=[CH:6][CH:5]=[CH:4][CH:3]=1.C([N:29]([CH2:33]C)C(C)C)(C)C.Cl.CN[O:38][CH3:39].CCN=C=NCCCN(C)C.C1C=CC2N(O)N=NC=2C=1, predict the reaction product. The product is: [C:21]([O:20][C:18](=[O:19])[NH:17][C@H:10]([CH2:11][O:12][CH2:13][C:14](=[O:16])[NH:29][CH2:33][O:38][CH3:39])[C@H:9]([O:8][CH2:1][C:2]1[CH:3]=[CH:4][CH:5]=[CH:6][CH:7]=1)[CH3:25])([CH3:24])([CH3:23])[CH3:22]. (3) Given the reactants [F:1][CH:2]([F:38])[C:3]1[N:7]([C:8]2[N:13]=[C:12]([N:14]3[CH2:19][CH2:18][O:17][CH2:16][CH2:15]3)[N:11]=[C:10]([O:20][CH:21]3[CH2:26][CH2:25][NH:24][CH2:23][CH2:22]3)[N:9]=2)[C:6]2[CH:27]=[CH:28][CH:29]=[C:30]([O:31][CH2:32][CH2:33][CH2:34][N:35]([CH3:37])[CH3:36])[C:5]=2[N:4]=1.[Cl:39][CH2:40][S:41](Cl)(=[O:43])=[O:42], predict the reaction product. The product is: [Cl:39][CH2:40][S:41]([N:24]1[CH2:25][CH2:26][CH:21]([O:20][C:10]2[N:11]=[C:12]([N:14]3[CH2:19][CH2:18][O:17][CH2:16][CH2:15]3)[N:13]=[C:8]([N:7]3[C:6]4[CH:27]=[CH:28][CH:29]=[C:30]([O:31][CH2:32][CH2:33][CH2:34][N:35]([CH3:37])[CH3:36])[C:5]=4[N:4]=[C:3]3[CH:2]([F:1])[F:38])[N:9]=2)[CH2:22][CH2:23]1)(=[O:43])=[O:42]. (4) Given the reactants [C:1]([NH:4][C:5]1[CH:10]=[CH:9][C:8]([C:11](=[C:25]2[CH2:30][CH2:29][N:28]([CH2:31]C3C=CC=CC=3F)[CH2:27][CH2:26]2)[C:12]2[CH:24]=[CH:23][C:15]([C:16]([N:18]([CH2:21][CH3:22])[CH2:19][CH3:20])=[O:17])=[CH:14][CH:13]=2)=[CH:7][CH:6]=1)(=[O:3])[CH3:2].C(NC1C=CC(C(=C2CCNCC2)C2C=CC(C(N(CC)CC)=O)=CC=2)=CC=1)(=O)C.C(O)(C(F)(F)F)=O.[F:76][C:77]1[CH:84]=[CH:83][C:80](C=O)=[CH:79][CH:78]=1, predict the reaction product. The product is: [C:1]([NH:4][C:5]1[CH:6]=[CH:7][C:8]([C:11](=[C:25]2[CH2:30][CH2:29][N:28]([CH2:31][C:80]3[CH:83]=[CH:84][C:77]([F:76])=[CH:78][CH:79]=3)[CH2:27][CH2:26]2)[C:12]2[CH:13]=[CH:14][C:15]([C:16]([N:18]([CH2:21][CH3:22])[CH2:19][CH3:20])=[O:17])=[CH:23][CH:24]=2)=[CH:9][CH:10]=1)(=[O:3])[CH3:2]. (5) Given the reactants CO[C:3](=[O:31])[C:4]1[CH:9]=[CH:8][C:7]([CH:10]([N:24]2[CH2:29][CH2:28][N:27]([CH3:30])[CH2:26][CH2:25]2)[C:11]([NH:13][C:14]2[CH:23]=[CH:22][C:21]3[C:16](=[CH:17][CH:18]=[CH:19][CH:20]=3)[CH:15]=2)=[O:12])=[N:6][CH:5]=1.[OH-].[Li+].Cl.[C:35]1([NH2:42])[CH:40]=[CH:39][CH:38]=[CH:37][C:36]=1[NH2:41].C(Cl)CCl.C1C=CC2N(O)N=NC=2C=1, predict the reaction product. The product is: [NH2:41][C:36]1[CH:37]=[CH:38][CH:39]=[CH:40][C:35]=1[NH:42][C:3](=[O:31])[C:4]1[CH:9]=[CH:8][C:7]([CH:10]([N:24]2[CH2:29][CH2:28][N:27]([CH3:30])[CH2:26][CH2:25]2)[C:11]([NH:13][C:14]2[CH:15]=[CH:16][C:21]3[C:22](=[CH:17][CH:18]=[CH:19][CH:20]=3)[CH:23]=2)=[O:12])=[N:6][CH:5]=1. (6) The product is: [CH:10]1([CH:8]([C:5]2[CH:6]=[CH:7][C:2]([NH:14][CH3:13])=[CH:3][CH:4]=2)[CH3:9])[CH2:12][CH2:11]1. Given the reactants Br[C:2]1[CH:7]=[CH:6][C:5]([CH:8]([CH:10]2[CH2:12][CH2:11]2)[CH3:9])=[CH:4][CH:3]=1.[CH3:13][NH2:14], predict the reaction product. (7) Given the reactants Br[C:2]1[CH:7]=[C:6]([C@@H:8]([NH:11][C:12]([C:14]2[C:15]3[CH:22]=[N:21][N:20]([C:23]4[CH:28]=[CH:27][C:26]([F:29])=[CH:25][CH:24]=4)[C:16]=3[CH:17]=[N:18][CH:19]=2)=[O:13])[CH2:9][CH3:10])[CH:5]=[CH:4][N:3]=1.Cl.CN.C[CH2:34][N:35](C(C)C)C(C)C, predict the reaction product. The product is: [CH3:34][NH:35][C:2]1[CH:7]=[C:6]([C@@H:8]([NH:11][C:12]([C:14]2[C:15]3[CH:22]=[N:21][N:20]([C:23]4[CH:28]=[CH:27][C:26]([F:29])=[CH:25][CH:24]=4)[C:16]=3[CH:17]=[N:18][CH:19]=2)=[O:13])[CH2:9][CH3:10])[CH:5]=[CH:4][N:3]=1. (8) Given the reactants Br[C:2]1[CH:7]=[CH:6][C:5]([CH:8]([CH3:27])[C:9]([C:15]2[CH:16]=[CH:17][C:18]3[O:23][CH2:22][C:21](=[O:24])[N:20]([CH3:25])[C:19]=3[CH:26]=2)([OH:14])[C:10]([F:13])([F:12])[F:11])=[C:4]([Cl:28])[CH:3]=1.[F:29][C:30]1[CH:31]=[C:32](B(O)O)[CH:33]=[CH:34][C:35]=1[C:36]([O:38][CH3:39])=[O:37], predict the reaction product. The product is: [CH3:39][O:38][C:36]([C:35]1[CH:34]=[CH:33][C:32]([C:2]2[CH:7]=[CH:6][C:5]([CH:8]([CH3:27])[C:9]([OH:14])([C:15]3[CH:16]=[CH:17][C:18]4[O:23][CH2:22][C:21](=[O:24])[N:20]([CH3:25])[C:19]=4[CH:26]=3)[C:10]([F:13])([F:11])[F:12])=[C:4]([Cl:28])[CH:3]=2)=[CH:31][C:30]=1[F:29])=[O:37]. (9) Given the reactants [CH2:1]([O:3][C:4](=[O:13])[C:5]1[CH:10]=[CH:9][C:8]([OH:11])=[C:7]([OH:12])[CH:6]=1)[CH3:2].C(=O)([O-])[O-].[K+].[K+].[CH2:20](Br)[CH3:21], predict the reaction product. The product is: [CH2:1]([O:3][C:4](=[O:13])[C:5]1[CH:10]=[CH:9][C:8]([O:11][CH2:20][CH3:21])=[C:7]([OH:12])[CH:6]=1)[CH3:2]. (10) Given the reactants [Cl:1][C:2]1[CH:3]=[C:4]([CH3:26])[C:5]2[N:10]=[C:9]([C:11]3[N:15]([C:16]4[C:21]([Cl:22])=[CH:20][CH:19]=[CH:18][N:17]=4)[N:14]=[C:13]([Cl:23])[CH:12]=3)[O:8][C:7](=O)[C:6]=2[CH:25]=1.[CH:27]([NH2:30])([CH3:29])[CH3:28].[O:31]1CCCC1, predict the reaction product. The product is: [Cl:23][C:13]1[CH:12]=[C:11]([C:9]([NH:10][C:5]2[C:6]([C:7]([NH:30][CH:27]([CH3:29])[CH3:28])=[O:31])=[CH:25][C:2]([Cl:1])=[CH:3][C:4]=2[CH3:26])=[O:8])[N:15]([C:16]2[C:21]([Cl:22])=[CH:20][CH:19]=[CH:18][N:17]=2)[N:14]=1.